Dataset: Reaction yield outcomes from USPTO patents with 853,638 reactions. Task: Predict the reaction yield, written as a fraction of the theoretical maximum amount of product (1.0 means a 100% yield; for example, 0.34 means a 34% yield). (1) The reactants are Cl.Cl.[NH2:3][C@@H:4]1[C:18](=[O:19])[N:17]2[CH2:20][C@H:21]([O:23][C:24]3[C:33]4[C:28](=[C:29]([CH3:36])[C:30]([O:34][CH3:35])=[CH:31][CH:32]=4)[N:27]=[C:26]([C:37]4[S:38][CH:39]=[C:40]([CH:42]([CH3:44])[CH3:43])[N:41]=4)[CH:25]=3)[CH2:22][C@H:16]2[C:15](=[O:45])[NH:14][C@:13]2([C:47]([NH:49][S:50]([CH:53]3[CH2:55][CH2:54]3)(=[O:52])=[O:51])=[O:48])[CH2:46][C@H:12]2[CH:11]=[CH:10][CH2:9][CH2:8][CH2:7][CH2:6][CH2:5]1.C(N(C(C)C)CC)(C)C.[C:65]1([N:71]=[C:72]=[O:73])[CH:70]=[CH:69][CH:68]=[CH:67][CH:66]=1. The catalyst is C1COCC1. The product is [CH:53]1([S:50]([NH:49][C:47]([C@@:13]23[CH2:46][C@H:12]2[CH:11]=[CH:10][CH2:9][CH2:8][CH2:7][CH2:6][CH2:5][C@H:4]([NH:3][C:72]([NH:71][C:65]2[CH:70]=[CH:69][CH:68]=[CH:67][CH:66]=2)=[O:73])[C:18](=[O:19])[N:17]2[CH2:20][C@H:21]([O:23][C:24]4[C:33]5[C:28](=[C:29]([CH3:36])[C:30]([O:34][CH3:35])=[CH:31][CH:32]=5)[N:27]=[C:26]([C:37]5[S:38][CH:39]=[C:40]([CH:42]([CH3:43])[CH3:44])[N:41]=5)[CH:25]=4)[CH2:22][C@H:16]2[C:15](=[O:45])[NH:14]3)=[O:48])(=[O:51])=[O:52])[CH2:54][CH2:55]1. The yield is 0.550. (2) The reactants are Cl[C:2]1[CH:7]=[C:6]([Cl:8])[N:5]=[CH:4][N:3]=1.[NH:9]1[CH:13]=[N:12][CH:11]=[N:10]1.C(=O)([O-])[O-].[Cs+].[Cs+]. The catalyst is CN(C=O)C.O. The product is [Cl:8][C:6]1[CH:7]=[C:2]([N:9]2[CH:13]=[N:12][CH:11]=[N:10]2)[N:3]=[CH:4][N:5]=1. The yield is 0.380. (3) The reactants are [C:1]([N:4]1[C:10]([CH3:11])=[CH:9][C:8]2[CH:12]=[CH:13][C:14]([Cl:16])=[CH:15][C:7]=2[C:6]([C:17]2[CH:22]=[CH:21][C:20]([N+:23]([O-])=O)=[C:19]([CH3:26])[CH:18]=2)=[N:5]1)(=[O:3])[CH3:2].O.NN. The catalyst is CO.ClCCl.[Ni]. The product is [C:1]([N:4]1[C:10]([CH3:11])=[CH:9][C:8]2[CH:12]=[CH:13][C:14]([Cl:16])=[CH:15][C:7]=2[C:6]([C:17]2[CH:22]=[CH:21][C:20]([NH2:23])=[C:19]([CH3:26])[CH:18]=2)=[N:5]1)(=[O:3])[CH3:2]. The yield is 0.790. (4) The reactants are I[C:2]1[CH:7]=[CH:6][C:5]([S:8]([NH:11][C:12]2[S:13][CH:14]=[CH:15][N:16]=2)(=[O:10])=[O:9])=[CH:4][CH:3]=1.[CH2:17]1[C:25]2[C:20](=[CH:21][CH:22]=[CH:23][CH:24]=2)[CH2:19][CH:18]1[N:26]1[CH2:31][CH2:30][CH2:29][NH:28][C:27]1=[O:32].C(=O)([O-])[O-].[K+].[K+]. The catalyst is [Cu]I.CN1C(=O)CCC1. The product is [CH2:17]1[C:25]2[C:20](=[CH:21][CH:22]=[CH:23][CH:24]=2)[CH2:19][CH:18]1[N:26]1[CH2:31][CH2:30][CH2:29][N:28]([C:2]2[CH:7]=[CH:6][C:5]([S:8]([NH:11][C:12]3[S:13][CH:14]=[CH:15][N:16]=3)(=[O:10])=[O:9])=[CH:4][CH:3]=2)[C:27]1=[O:32]. The yield is 0.150. (5) The reactants are [F:1][C:2]1[CH:3]=[C:4]([CH2:9][C@H:10]([NH:14][C:15](=[O:21])[O:16][C:17]([CH3:20])([CH3:19])[CH3:18])[C@H:11]2[CH2:13][O:12]2)[CH:5]=[C:6]([F:8])[CH:7]=1.[CH3:22][CH:23]([OH:25])[CH3:24]. No catalyst specified. The product is [F:1][C:2]1[CH:3]=[C:4]([CH:5]=[C:6]([F:8])[CH:7]=1)[CH2:9][C@H:10]([NH:14][C:15](=[O:21])[O:16][C:17]([CH3:20])([CH3:19])[CH3:18])[C@H:11]([OH:12])[CH2:13][NH:14][C@@H:10]1[C:24]2[C:23](=[CH:22][CH:18]=[C:17]([OH:16])[CH:19]=2)[O:25][CH2:4][CH2:9]1. The yield is 0.640. (6) The reactants are [F:1][C:2]1[CH:9]=[CH:8][C:5]([CH:6]=O)=[CH:4][CH:3]=1.[CH3:10][N:11]1[CH:15]=[CH:14][N:13]=[C:12]1/[CH:16]=[N:17]/[C:18]1[CH:26]=[CH:25][CH:24]=[C:23]2[C:19]=1[CH2:20][O:21][C:22]2=[O:27].[O-:28][CH2:29][CH3:30].[Na+].C(O)C. The catalyst is C(OCC)(=O)CC. The product is [F:1][C:2]1[CH:9]=[CH:8][C:5]([CH:6]2[C:29](=[O:28])[C:30]3[C:23]([C:22]([O:21][CH2:20][CH3:19])=[O:27])=[CH:24][CH:25]=[CH:26][C:18]=3[NH:17][CH:16]2[C:12]2[N:11]([CH3:10])[CH:15]=[CH:14][N:13]=2)=[CH:4][CH:3]=1. The yield is 0.250. (7) The reactants are C(O)(C(F)(F)F)=O.C(OC([N:15]([C:23]1[C:28]([C:29]#[CH:30])=[N:27][C:26]([C:31]2[CH:36]=[CH:35][C:34]([S:37]([CH:40]([CH3:42])[CH3:41])(=[O:39])=[O:38])=[CH:33][CH:32]=2)=[CH:25][N:24]=1)C(=O)OC(C)(C)C)=O)(C)(C)C. The catalyst is C(Cl)Cl. The product is [C:29]([C:28]1[C:23]([NH2:15])=[N:24][CH:25]=[C:26]([C:31]2[CH:32]=[CH:33][C:34]([S:37]([CH:40]([CH3:41])[CH3:42])(=[O:39])=[O:38])=[CH:35][CH:36]=2)[N:27]=1)#[CH:30]. The yield is 0.930.